Task: Predict the reaction yield, written as a fraction of the theoretical maximum amount of product (1.0 means a 100% yield; for example, 0.34 means a 34% yield).. Dataset: Reaction yield outcomes from USPTO patents with 853,638 reactions (1) The reactants are [S:1]1[CH:5]=[CH:4][CH:3]=[C:2]1[C:6]1[CH2:11][CH2:10][N:9]([CH2:12][C:13]([C:15]2[CH:16]=[C:17]3[C:22](=[CH:23][CH:24]=2)[NH:21][C:20](=[O:25])[CH2:19][CH2:18]3)=[O:14])[CH2:8][CH:7]=1.[BH4-].[Na+]. The catalyst is C(O)C. The product is [OH:14][CH:13]([C:15]1[CH:16]=[C:17]2[C:22](=[CH:23][CH:24]=1)[NH:21][C:20](=[O:25])[CH2:19][CH2:18]2)[CH2:12][N:9]1[CH2:10][CH2:11][C:6]([C:2]2[S:1][CH:5]=[CH:4][CH:3]=2)=[CH:7][CH2:8]1. The yield is 0.350. (2) The reactants are [F:1][C:2]1[CH:7]=[CH:6][C:5]([C:8]2[C:9]([N:14]3[CH2:19][CH2:18][NH:17][CH2:16][CH2:15]3)=[N:10][CH:11]=[CH:12][N:13]=2)=[CH:4][CH:3]=1.[CH:20]1([N:23]2[CH:27]=[C:26]([CH:28]=O)[CH:25]=[N:24]2)[CH2:22][CH2:21]1.C(O[BH-](OC(=O)C)OC(=O)C)(=O)C.[Na+].[Cl:44]CCCl. No catalyst specified. The product is [ClH:44].[CH:20]1([N:23]2[CH:27]=[C:26]([CH2:28][N:17]3[CH2:16][CH2:15][N:14]([C:9]4[C:8]([C:5]5[CH:6]=[CH:7][C:2]([F:1])=[CH:3][CH:4]=5)=[N:13][CH:12]=[CH:11][N:10]=4)[CH2:19][CH2:18]3)[CH:25]=[N:24]2)[CH2:22][CH2:21]1. The yield is 0.0700. (3) The yield is 0.847. The product is [Cl:1][C:2]1[CH:3]=[C:4]2[C:9](=[CH:10][C:11]=1[O:12][C:13]1[CH:18]=[CH:17][C:16]([CH2:41][CH3:42])=[CH:15][C:14]=1[Cl:20])[O:8][CH:7]([C:21]([F:24])([F:23])[F:22])[C:6]([C:25]([O:27][CH2:28][CH3:29])=[O:26])=[CH:5]2. The reactants are [Cl:1][C:2]1[CH:3]=[C:4]2[C:9](=[CH:10][C:11]=1[O:12][C:13]1[CH:18]=[CH:17][C:16](Br)=[CH:15][C:14]=1[Cl:20])[O:8][CH:7]([C:21]([F:24])([F:23])[F:22])[C:6]([C:25]([O:27][CH2:28][CH3:29])=[O:26])=[CH:5]2.C(=O)([O-])[O-].[K+].[K+].CN(C=O)C.[CH2:41](B(CC)CC)[CH3:42]. The catalyst is C1C=CC([P]([Pd]([P](C2C=CC=CC=2)(C2C=CC=CC=2)C2C=CC=CC=2)([P](C2C=CC=CC=2)(C2C=CC=CC=2)C2C=CC=CC=2)[P](C2C=CC=CC=2)(C2C=CC=CC=2)C2C=CC=CC=2)(C2C=CC=CC=2)C2C=CC=CC=2)=CC=1.C(OCC)(=O)C. (4) The reactants are [C:1]1([N:7]2[C:12]3[CH:13]=[CH:14][CH:15]=[CH:16][C:11]=3[CH2:10][CH2:9][S:8]2(=[O:18])=[O:17])[CH:6]=[CH:5][CH:4]=[CH:3][CH:2]=1.C[Si]([N-][Si](C)(C)C)(C)C.[Li+].[CH2:29](Br)[CH:30]=[CH2:31]. The catalyst is O1CCCC1. The product is [CH2:31]([CH:9]1[S:8](=[O:17])(=[O:18])[N:7]([C:1]2[CH:2]=[CH:3][CH:4]=[CH:5][CH:6]=2)[C:12]2[CH:13]=[CH:14][CH:15]=[CH:16][C:11]=2[CH2:10]1)[CH:30]=[CH2:29]. The yield is 0.600. (5) The reactants are [NH2:1][C:2]1[C:7]([N+:8]([O-:10])=[O:9])=[CH:6][CH:5]=[CH:4][C:3]=1[OH:11].C(=O)([O-])[O-].[K+].[K+].[Cl:18][CH:19](Cl)[CH3:20]. The catalyst is CC(=O)CC. The product is [Cl:18][CH2:19][CH2:20][O:11][C:3]1[CH:4]=[CH:5][CH:6]=[C:7]([N+:8]([O-:10])=[O:9])[C:2]=1[NH2:1]. The yield is 0.700. (6) The reactants are [O:1]1[C:6]2[CH:7]=[CH:8][CH:9]=[CH:10][C:5]=2[N:4]([CH:11]([C:19]2[CH:24]=[CH:23][CH:22]=[CH:21][CH:20]=2)[CH:12]([OH:18])[C:13](OCC)=[O:14])[CH2:3][CH2:2]1.[CH3:25][NH2:26]. No catalyst specified. The product is [O:1]1[C:6]2[CH:7]=[CH:8][CH:9]=[CH:10][C:5]=2[N:4]([CH:11]([C:19]2[CH:24]=[CH:23][CH:22]=[CH:21][CH:20]=2)[CH:12]([OH:18])[C:13]([NH:26][CH3:25])=[O:14])[CH2:3][CH2:2]1. The yield is 0.870.